Dataset: NCI-60 drug combinations with 297,098 pairs across 59 cell lines. Task: Regression. Given two drug SMILES strings and cell line genomic features, predict the synergy score measuring deviation from expected non-interaction effect. (1) Drug 1: CCCS(=O)(=O)NC1=C(C(=C(C=C1)F)C(=O)C2=CNC3=C2C=C(C=N3)C4=CC=C(C=C4)Cl)F. Drug 2: CN(CCCl)CCCl.Cl. Cell line: MALME-3M. Synergy scores: CSS=48.7, Synergy_ZIP=-0.438, Synergy_Bliss=-0.101, Synergy_Loewe=-12.5, Synergy_HSA=0.802. (2) Drug 1: C1=C(C(=O)NC(=O)N1)F. Drug 2: CC1=C(C(CCC1)(C)C)C=CC(=CC=CC(=CC(=O)O)C)C. Cell line: MDA-MB-435. Synergy scores: CSS=36.7, Synergy_ZIP=7.64, Synergy_Bliss=8.57, Synergy_Loewe=6.63, Synergy_HSA=8.42. (3) Drug 1: CC12CCC3C(C1CCC2O)C(CC4=C3C=CC(=C4)O)CCCCCCCCCS(=O)CCCC(C(F)(F)F)(F)F. Drug 2: CCC1(C2=C(COC1=O)C(=O)N3CC4=CC5=C(C=CC(=C5CN(C)C)O)N=C4C3=C2)O.Cl. Cell line: SW-620. Synergy scores: CSS=27.7, Synergy_ZIP=-0.368, Synergy_Bliss=-1.19, Synergy_Loewe=-24.4, Synergy_HSA=0.673. (4) Drug 1: CCCCC(=O)OCC(=O)C1(CC(C2=C(C1)C(=C3C(=C2O)C(=O)C4=C(C3=O)C=CC=C4OC)O)OC5CC(C(C(O5)C)O)NC(=O)C(F)(F)F)O. Drug 2: CN(CCCl)CCCl.Cl. Cell line: T-47D. Synergy scores: CSS=56.5, Synergy_ZIP=2.66, Synergy_Bliss=4.56, Synergy_Loewe=0.971, Synergy_HSA=6.50. (5) Drug 1: CC1CCC2CC(C(=CC=CC=CC(CC(C(=O)C(C(C(=CC(C(=O)CC(OC(=O)C3CCCCN3C(=O)C(=O)C1(O2)O)C(C)CC4CCC(C(C4)OC)OCCO)C)C)O)OC)C)C)C)OC. Drug 2: CN(CC1=CN=C2C(=N1)C(=NC(=N2)N)N)C3=CC=C(C=C3)C(=O)NC(CCC(=O)O)C(=O)O. Cell line: COLO 205. Synergy scores: CSS=27.9, Synergy_ZIP=-8.70, Synergy_Bliss=-1.62, Synergy_Loewe=-14.3, Synergy_HSA=-2.80. (6) Drug 1: C1CN1C2=NC(=NC(=N2)N3CC3)N4CC4. Drug 2: C1CCC(C(C1)N)N.C(=O)(C(=O)[O-])[O-].[Pt+4]. Cell line: A549. Synergy scores: CSS=56.4, Synergy_ZIP=5.60, Synergy_Bliss=5.34, Synergy_Loewe=5.50, Synergy_HSA=9.87. (7) Drug 1: CN(C)C1=NC(=NC(=N1)N(C)C)N(C)C. Synergy scores: CSS=4.48, Synergy_ZIP=0.177, Synergy_Bliss=1.79, Synergy_Loewe=-13.3, Synergy_HSA=-2.12. Drug 2: CN(CCCl)CCCl.Cl. Cell line: MDA-MB-231.